Dataset: Reaction yield outcomes from USPTO patents with 853,638 reactions. Task: Predict the reaction yield, written as a fraction of the theoretical maximum amount of product (1.0 means a 100% yield; for example, 0.34 means a 34% yield). The reactants are [Si:1]([O:8][CH2:9][CH2:10][CH:11]([O:36][C:37]1[CH:42]=[CH:41][CH:40]=[CH:39][CH:38]=1)[C:12]([NH:14][NH:15][C:16]1[CH:21]=[C:20]([C:22]2[CH:27]=[CH:26][N:25]=[C:24]([NH:28][C:29]3[N:30]([CH3:34])[N:31]=[CH:32][CH:33]=3)[N:23]=2)[CH:19]=[C:18]([F:35])[N:17]=1)=O)([C:4]([CH3:7])([CH3:6])[CH3:5])([CH3:3])[CH3:2].CCN(C(C)C)C(C)C.C1C=CC(P(C2C=CC=CC=2)C2C=CC=CC=2)=CC=1.BrBr. The catalyst is CC#N.O. The product is [Si:1]([O:8][CH2:9][CH2:10][CH:11]([C:12]1[N:17]2[C:18]([F:35])=[CH:19][C:20]([C:22]3[CH:27]=[CH:26][N:25]=[C:24]([NH:28][C:29]4[N:30]([CH3:34])[N:31]=[CH:32][CH:33]=4)[N:23]=3)=[CH:21][C:16]2=[N:15][N:14]=1)[O:36][C:37]1[CH:42]=[CH:41][CH:40]=[CH:39][CH:38]=1)([C:4]([CH3:5])([CH3:7])[CH3:6])([CH3:2])[CH3:3]. The yield is 0.635.